From a dataset of Reaction yield outcomes from USPTO patents with 853,638 reactions. Predict the reaction yield, written as a fraction of the theoretical maximum amount of product (1.0 means a 100% yield; for example, 0.34 means a 34% yield). (1) The reactants are [CH3:1][O:2][C:3]1[C@:10]2([CH2:13][CH:14]=[C:15]([CH3:17])[CH3:16])[C:11](=[O:12])[C@@H:6]([C@:7]([CH3:28])([CH2:22][CH2:23][CH:24]=[C:25]([CH3:27])[CH3:26])[C@@H:8]([O:18][CH2:19][O:20][CH3:21])[CH2:9]2)[C:5](=[O:29])[CH:4]=1.Cl[Si:31]([CH3:34])([CH3:33])[CH3:32].[Li]N1C(C)(C)CCCC1(C)C. The catalyst is C1COCC1. The product is [CH3:1][O:2][C:3]1[C@:10]2([CH2:13][CH:14]=[C:15]([CH3:16])[CH3:17])[C:11](=[O:12])[C@@H:6]([C@:7]([CH3:28])([CH2:22][CH2:23][CH:24]=[C:25]([CH3:27])[CH3:26])[C@@H:8]([O:18][CH2:19][O:20][CH3:21])[CH2:9]2)[C:5](=[O:29])[C:4]=1[Si:31]([CH3:34])([CH3:33])[CH3:32]. The yield is 0.950. (2) The reactants are C([N:14]1[N:18]=[N:17][C:16]([C:19]2[CH:24]=[C:23]([C:25]3[C:34]4[C:29](=[CH:30][CH:31]=[CH:32][CH:33]=4)[C:28]([CH3:35])=[CH:27][CH:26]=3)[CH:22]=[C:21]([C:36]3[C:45]4[C:40](=[CH:41][CH:42]=[CH:43][CH:44]=4)[C:39]([CH3:46])=[CH:38][CH:37]=3)[CH:20]=2)=[N:15]1)(C1C=CC=CC=1)C1C=CC=CC=1.C1(OC)C=CC=CC=1.C(O)(C(F)(F)F)=O. The catalyst is ClCCl. The product is [CH3:46][C:39]1[C:40]2[C:45](=[CH:44][CH:43]=[CH:42][CH:41]=2)[C:36]([C:21]2[CH:20]=[C:19]([C:16]3[N:15]=[N:14][NH:18][N:17]=3)[CH:24]=[C:23]([C:25]3[C:34]4[C:29](=[CH:30][CH:31]=[CH:32][CH:33]=4)[C:28]([CH3:35])=[CH:27][CH:26]=3)[CH:22]=2)=[CH:37][CH:38]=1. The yield is 0.955. (3) The reactants are [CH3:1][C@:2]12[C@@:19]3([CH3:20])[C@@H:10]([C@:11]4([CH3:33])[C@@H:16]([CH2:17][CH2:18]3)[C:15]([CH3:22])([CH3:21])[C:14]([C:23]3[CH:32]=[CH:31][C:26]([C:27]([O:29]C)=[O:28])=[CH:25][CH:24]=3)=[CH:13][CH2:12]4)[CH2:9][CH2:8][C@@H:7]1[C@H:6]1[C@H:34]([C:37]([CH3:39])=[CH2:38])[CH2:35][CH2:36][C@:5]1([NH:40][CH2:41][C:42]1[CH:46]=[CH:45][S:44][CH:43]=1)[CH2:4][CH2:3]2.[OH-].[Na+]. The catalyst is O1CCOCC1. The product is [CH3:1][C@:2]12[C@@:19]3([CH3:20])[C@@H:10]([C@:11]4([CH3:33])[C@@H:16]([CH2:17][CH2:18]3)[C:15]([CH3:21])([CH3:22])[C:14]([C:23]3[CH:32]=[CH:31][C:26]([C:27]([OH:29])=[O:28])=[CH:25][CH:24]=3)=[CH:13][CH2:12]4)[CH2:9][CH2:8][C@@H:7]1[C@H:6]1[C@H:34]([C:37]([CH3:39])=[CH2:38])[CH2:35][CH2:36][C@:5]1([NH:40][CH2:41][C:42]1[CH:46]=[CH:45][S:44][CH:43]=1)[CH2:4][CH2:3]2. The yield is 0.535. (4) The reactants are C([O:8][C:9]1[C:18](=[O:19])[C:17]2[C:12](=[CH:13][CH:14]=[CH:15][CH:16]=2)[O:11][C:10]=1[C:20]1[CH:25]=[CH:24][C:23]([O:26][CH2:27][CH2:28][O:29][CH2:30][CH2:31][OH:32])=[CH:22][CH:21]=1)C1C=CC=CC=1. The catalyst is [OH-].[OH-].[Pd+2].C1COCC1.CO. The product is [OH:8][C:9]1[C:18](=[O:19])[C:17]2[C:12](=[CH:13][CH:14]=[CH:15][CH:16]=2)[O:11][C:10]=1[C:20]1[CH:25]=[CH:24][C:23]([O:26][CH2:27][CH2:28][O:29][CH2:30][CH2:31][OH:32])=[CH:22][CH:21]=1. The yield is 0.760. (5) The reactants are OS(O)(=O)=O.[Br:6][C:7]1[CH:26]=[CH:25][C:10]([O:11][CH:12]([C:20]([O:22][CH2:23][CH3:24])=[O:21])[C:13](=O)[C:14]([O:16][CH2:17][CH3:18])=[O:15])=[CH:9][CH:8]=1. No catalyst specified. The product is [Br:6][C:7]1[CH:8]=[CH:9][C:10]2[O:11][C:12]([C:20]([O:22][CH2:23][CH3:24])=[O:21])=[C:13]([C:14]([O:16][CH2:17][CH3:18])=[O:15])[C:25]=2[CH:26]=1. The yield is 0.790. (6) The reactants are [H-].[Na+].[Cl:3][C:4]1[CH:9]=[C:8]([C:10]([NH:12][C:13]([NH:15][C:16]2[CH:21]=[C:20]([C:22]([F:25])([F:24])[F:23])[CH:19]=[C:18]([O:26][CH3:27])[CH:17]=2)=[S:14])=[O:11])[CH:7]=[C:6]([CH3:28])[N:5]=1.[CH3:29]I. The catalyst is C1COCC1. The product is [Cl:3][C:4]1[CH:9]=[C:8]([C:10]([NH:12][C:13](=[N:15][C:16]2[CH:21]=[C:20]([C:22]([F:23])([F:24])[F:25])[CH:19]=[C:18]([O:26][CH3:27])[CH:17]=2)[S:14][CH3:29])=[O:11])[CH:7]=[C:6]([CH3:28])[N:5]=1. The yield is 0.735. (7) The reactants are [F:1][C:2]1[CH:7]=[CH:6][C:5]([C:8]2([OH:27])[CH2:15][CH:14]3[CH:10]([CH2:11][CH:12]([NH:16][CH2:17][C:18]([N:20]4[CH2:24][CH2:23][S:22][CH:21]4[C:25]#[N:26])=[O:19])[CH2:13]3)[CH2:9]2)=[CH:4][CH:3]=1.[ClH:28]. The catalyst is CCOCC. The product is [ClH:28].[F:1][C:2]1[CH:7]=[CH:6][C:5]([C:8]2([OH:27])[CH2:9][CH:10]3[CH:14]([CH2:13][CH:12]([NH:16][CH2:17][C:18]([N:20]4[CH2:24][CH2:23][S:22][CH:21]4[C:25]#[N:26])=[O:19])[CH2:11]3)[CH2:15]2)=[CH:4][CH:3]=1. The yield is 0.910.